Dataset: Reaction yield outcomes from USPTO patents with 853,638 reactions. Task: Predict the reaction yield, written as a fraction of the theoretical maximum amount of product (1.0 means a 100% yield; for example, 0.34 means a 34% yield). (1) The reactants are Cl[C:2]1[N:3]=[C:4]([OH:12])[C:5]2[CH:11]=[CH:10][N:9]=[CH:8][C:6]=2[N:7]=1.[CH2:13]([N:15]([C:23]1[CH:28]=[CH:27][C:26]([CH:29]([CH3:31])[CH3:30])=[CH:25][CH:24]=1)[C:16]1[CH:21]=[CH:20][C:19]([OH:22])=[CH:18][CH:17]=1)[CH3:14]. No catalyst specified. The product is [CH2:13]([N:15]([C:23]1[CH:28]=[CH:27][C:26]([CH:29]([CH3:30])[CH3:31])=[CH:25][CH:24]=1)[C:16]1[CH:21]=[CH:20][C:19]([O:22][C:2]2[N:3]=[C:4]([OH:12])[C:5]3[CH:11]=[CH:10][N:9]=[CH:8][C:6]=3[N:7]=2)=[CH:18][CH:17]=1)[CH3:14]. The yield is 0.0500. (2) The reactants are [BH3-]C#N.[Na+].[F:5][C:6]1[CH:11]=[CH:10][CH:9]=[C:8]([F:12])[C:7]=1[C:13]1[C:14]2[C:15]3[CH2:26][CH2:25][NH:24][CH2:23][CH2:22][C:16]=3[NH:17][C:18]=2[CH:19]=[CH:20][CH:21]=1. The catalyst is C(C(O)=O)(F)(F)F. The product is [F:5][C:6]1[CH:11]=[CH:10][CH:9]=[C:8]([F:12])[C:7]=1[C:13]1[C:14]2[CH:15]3[CH2:26][CH2:25][NH:24][CH2:23][CH2:22][CH:16]3[NH:17][C:18]=2[CH:19]=[CH:20][CH:21]=1. The yield is 0.690. (3) The product is [CH:10]1[C:11]2[C:16](=[CH:15][CH:14]=[CH:13][CH:12]=2)[CH:17]=[CH:18][C:9]=1[CH2:8][O:3][CH2:2][CH2:1][OH:4]. The reactants are [CH2:1]([OH:4])[CH2:2][OH:3].[H-].[Na+].Br[CH2:8][C:9]1[CH:18]=[CH:17][C:16]2[C:11](=[CH:12][CH:13]=[CH:14][CH:15]=2)[CH:10]=1.O. The yield is 0.330. The catalyst is C1COCC1.[N+](CCCC)(CCCC)(CCCC)CCCC.[I-].CCOC(C)=O. (4) The reactants are [CH:1]1([C:6]2[N:11]=[C:10]([CH2:12][C:13]3[CH:18]=[CH:17][C:16]([CH2:19][C:20](OC)=[O:21])=[CH:15][CH:14]=3)[CH:9]=[C:8]([C:24]([F:27])([F:26])[F:25])[N:7]=2)[CH2:5][CH2:4][CH2:3][CH2:2]1.CC(C[AlH]CC(C)C)C. No catalyst specified. The product is [CH:1]1([C:6]2[N:11]=[C:10]([CH2:12][C:13]3[CH:18]=[CH:17][C:16]([CH2:19][CH2:20][OH:21])=[CH:15][CH:14]=3)[CH:9]=[C:8]([C:24]([F:26])([F:27])[F:25])[N:7]=2)[CH2:2][CH2:3][CH2:4][CH2:5]1. The yield is 0.830. (5) The reactants are [CH3:1][C:2]1[N:6]2[CH:7]=[CH:8][CH:9]=[CH:10][C:5]2=[N:4][C:3]=1[NH:11][C:12](=[O:18])[O:13][C:14]([CH3:17])([CH3:16])[CH3:15].[H-].[Na+].Cl[S:22]([C:25]1[CH:34]=[CH:33][C:28]([C:29]([O:31][CH3:32])=[O:30])=[CH:27][CH:26]=1)(=[O:24])=[O:23]. The catalyst is CN(C=O)C.CCOC(C)=O. The product is [C:14]([O:13][C:12]([N:11]([C:3]1[N:4]=[C:5]2[CH:10]=[CH:9][CH:8]=[CH:7][N:6]2[C:2]=1[CH3:1])[S:22]([C:25]1[CH:26]=[CH:27][C:28]([C:29]([O:31][CH3:32])=[O:30])=[CH:33][CH:34]=1)(=[O:24])=[O:23])=[O:18])([CH3:15])([CH3:17])[CH3:16]. The yield is 0.600. (6) The reactants are [CH2:1]([O:3][C:4]([N:6]1[CH2:11][CH2:10][N:9]([C:12](=[NH:15])[NH:13][OH:14])[CH2:8][CH2:7]1)=[O:5])[CH3:2].[Cl:16][C:17]1[CH:18]=[C:19]([CH:23]=[CH:24][CH:25]=1)[C:20](O)=[O:21].CCN(C(C)C)C(C)C.CN(C(ON1N=NC2C=CC=CC1=2)=[N+](C)C)C.F[P-](F)(F)(F)(F)F. The catalyst is CN(C=O)C.C(OCC)(=O)C. The product is [NH2:15][C:12](=[N:13][O:14][C:20](=[O:21])[C:19]1[CH:23]=[CH:24][CH:25]=[C:17]([Cl:16])[CH:18]=1)[N:9]1[CH2:10][CH2:11][N:6]([C:4]([O:3][CH2:1][CH3:2])=[O:5])[CH2:7][CH2:8]1. The yield is 0.170. (7) The reactants are [NH2:1][C:2]1[CH:9]=[CH:8][C:5]([C:6]#[N:7])=[CH:4][N:3]=1.[Cl:10]N1C(=O)CCC1=O. The catalyst is CN(C=O)C. The product is [NH2:1][C:2]1[C:9]([Cl:10])=[CH:8][C:5]([C:6]#[N:7])=[CH:4][N:3]=1. The yield is 0.870. (8) The reactants are [CH2:1]([O:3][C:4]([C:6]1[N:14]([CH3:15])[C:13]2[CH:12]=[CH:11][N:10]=[CH:9][C:8]=2[C:7]=1[NH2:16])=[O:5])[CH3:2].[CH:17]1([C:20]2[CH:25]=[CH:24][C:23](I)=[C:22]([F:27])[CH:21]=2)[CH2:19][CH2:18]1.CC1(C)C2C(=C(P(C3C=CC=CC=3)C3C=CC=CC=3)C=CC=2)OC2C(P(C3C=CC=CC=3)C3C=CC=CC=3)=CC=CC1=2.C(=O)([O-])[O-].[Cs+].[Cs+]. The catalyst is C1(C)C=CC=CC=1.C1C=CC(/C=C/C(/C=C/C2C=CC=CC=2)=O)=CC=1.C1C=CC(/C=C/C(/C=C/C2C=CC=CC=2)=O)=CC=1.C1C=CC(/C=C/C(/C=C/C2C=CC=CC=2)=O)=CC=1.[Pd].[Pd]. The product is [CH2:1]([O:3][C:4]([C:6]1[N:14]([CH3:15])[C:13]2[CH:12]=[CH:11][N:10]=[CH:9][C:8]=2[C:7]=1[NH:16][C:23]1[CH:24]=[CH:25][C:20]([CH:17]2[CH2:19][CH2:18]2)=[CH:21][C:22]=1[F:27])=[O:5])[CH3:2]. The yield is 0.230. (9) The reactants are [C:1]1([S:11](Cl)(=[O:13])=[O:12])[C:10]2[C:5](=[CH:6][CH:7]=[CH:8][CH:9]=2)[CH:4]=[CH:3][CH:2]=1.S([O-])([O-])=O.[Na+].[Na+].C(=O)(O)[O-].[Na+].Br[CH2:27][Cl:28]. The catalyst is O.[Br-].C([N+](CCCC)(CCCC)CCCC)CCC. The product is [Cl:28][CH2:27][S:11]([C:1]1[C:10]2[C:5](=[CH:6][CH:7]=[CH:8][CH:9]=2)[CH:4]=[CH:3][CH:2]=1)(=[O:13])=[O:12]. The yield is 0.888. (10) The reactants are [C:1](N1C=CN=C1)(N1C=CN=C1)=[O:2].N12CCCN=C1CCCCC2.CN(C)C=O.[CH2:29]([C:33]1[N:34]=[C:35]([CH3:63])[N:36]([C:57]2[CH:62]=[CH:61][CH:60]=[CH:59][N:58]=2)[C:37](=[O:56])[C:38]=1[CH2:39][C:40]1[CH:41]=[CH:42][C:43]([C:46]2[CH:55]=[CH:54][CH:53]=[CH:52][C:47]=2[C:48](=[N:50][OH:51])[NH2:49])=[N:44][CH:45]=1)[CH2:30][CH2:31][CH3:32]. The catalyst is O. The product is [CH2:29]([C:33]1[N:34]=[C:35]([CH3:63])[N:36]([C:57]2[CH:62]=[CH:61][CH:60]=[CH:59][N:58]=2)[C:37](=[O:56])[C:38]=1[CH2:39][C:40]1[CH:41]=[CH:42][C:43]([C:46]2[CH:55]=[CH:54][CH:53]=[CH:52][C:47]=2[C:48]2[NH:49][C:1](=[O:2])[O:51][N:50]=2)=[N:44][CH:45]=1)[CH2:30][CH2:31][CH3:32]. The yield is 0.350.